From a dataset of Reaction yield outcomes from USPTO patents with 853,638 reactions. Predict the reaction yield, written as a fraction of the theoretical maximum amount of product (1.0 means a 100% yield; for example, 0.34 means a 34% yield). The reactants are C[O:2][C:3](=[O:24])[C:4]([NH2:23])([C:15]([C:17]1[CH:18]=[N:19][CH:20]=[CH:21][CH:22]=1)=[O:16])[CH2:5][C:6]1[C:14]2[C:9](=[CH:10][CH:11]=[CH:12][CH:13]=2)[NH:8][CH:7]=1.C1COCC1.[Li+].[OH-].Cl. The catalyst is CO.O. The product is [NH:8]1[C:9]2[C:14](=[CH:13][CH:12]=[CH:11][CH:10]=2)[C:6]([CH2:5][C:4]([NH2:23])([C:15]([C:17]2[CH:18]=[N:19][CH:20]=[CH:21][CH:22]=2)=[O:16])[C:3]([OH:24])=[O:2])=[CH:7]1. The yield is 0.990.